This data is from NCI-60 drug combinations with 297,098 pairs across 59 cell lines. The task is: Regression. Given two drug SMILES strings and cell line genomic features, predict the synergy score measuring deviation from expected non-interaction effect. Drug 1: C1=CC(=CC=C1CCC2=CNC3=C2C(=O)NC(=N3)N)C(=O)NC(CCC(=O)O)C(=O)O. Drug 2: C(CN)CNCCSP(=O)(O)O. Cell line: HCC-2998. Synergy scores: CSS=31.9, Synergy_ZIP=0.259, Synergy_Bliss=0.0475, Synergy_Loewe=-12.2, Synergy_HSA=-0.524.